From a dataset of NCI-60 drug combinations with 297,098 pairs across 59 cell lines. Regression. Given two drug SMILES strings and cell line genomic features, predict the synergy score measuring deviation from expected non-interaction effect. Drug 1: C1=NC2=C(N=C(N=C2N1C3C(C(C(O3)CO)O)O)F)N. Drug 2: COCCOC1=C(C=C2C(=C1)C(=NC=N2)NC3=CC=CC(=C3)C#C)OCCOC.Cl. Cell line: SW-620. Synergy scores: CSS=7.70, Synergy_ZIP=-2.95, Synergy_Bliss=-0.511, Synergy_Loewe=-2.92, Synergy_HSA=-2.19.